This data is from Forward reaction prediction with 1.9M reactions from USPTO patents (1976-2016). The task is: Predict the product of the given reaction. Given the reactants C12CC(CC1)C=C2B(O)O.[F:11][C:12]1[CH:13]=[CH:14][C:15]([C:26]2[CH2:27][N:28]([C:32]([O:34][C:35]([CH3:38])([CH3:37])[CH3:36])=[O:33])[CH2:29][CH2:30][CH:31]=2)=[N:16][C:17]=1[CH2:18][NH:19][C@H:20]([CH:23]([CH3:25])[CH3:24])[CH2:21][OH:22], predict the reaction product. The product is: [N:16]1[CH:17]=[CH:12][CH:13]=[CH:14][C:15]=1[C:26]1[CH2:27][N:28]([C:32]([O-:34])=[O:33])[CH2:29][CH2:30][CH:31]=1.[F:11][C:12]1[CH:13]=[CH:14][C:15]([CH:26]2[CH2:31][CH2:30][CH2:29][N:28]([C:32]([O:34][C:35]([CH3:37])([CH3:36])[CH3:38])=[O:33])[CH2:27]2)=[N:16][C:17]=1[CH2:18][NH:19][C@H:20]([CH:23]([CH3:25])[CH3:24])[CH2:21][OH:22].